From a dataset of Reaction yield outcomes from USPTO patents with 853,638 reactions. Predict the reaction yield, written as a fraction of the theoretical maximum amount of product (1.0 means a 100% yield; for example, 0.34 means a 34% yield). The catalyst is C(#N)C.C(N(CC)CC)C. The product is [C:18]1([C:17]([NH:1][C:2]2[CH:3]=[C:4]3[C:8](=[CH:9][CH:10]=2)[NH:7][N:6]=[C:5]3[C:11]2[CH:16]=[CH:15][CH:14]=[CH:13][CH:12]=2)=[O:24])[CH:23]=[CH:22][CH:21]=[CH:20][CH:19]=1. The reactants are [NH2:1][C:2]1[CH:3]=[C:4]2[C:8](=[CH:9][CH:10]=1)[NH:7][N:6]=[C:5]2[C:11]1[CH:16]=[CH:15][CH:14]=[CH:13][CH:12]=1.[C:17](Cl)(=[O:24])[C:18]1[CH:23]=[CH:22][CH:21]=[CH:20][CH:19]=1. The yield is 0.0800.